This data is from Reaction yield outcomes from USPTO patents with 853,638 reactions. The task is: Predict the reaction yield, written as a fraction of the theoretical maximum amount of product (1.0 means a 100% yield; for example, 0.34 means a 34% yield). (1) The reactants are [NH2:1][C:2]1[C:7]2=[C:8]([C:18]3[CH:23]=[CH:22][C:21]([N+:24]([O-])=O)=[CH:20][CH:19]=3)[C:9](/[CH:11]=[CH:12]/[C:13]([O:15][CH2:16][CH3:17])=[O:14])=[CH:10][N:6]2[N:5]=[CH:4][N:3]=1. The catalyst is C(O)(=O)C.O=[Pt]=O. The product is [NH2:1][C:2]1[C:7]2=[C:8]([C:18]3[CH:19]=[CH:20][C:21]([NH2:24])=[CH:22][CH:23]=3)[C:9]([CH2:11][CH2:12][C:13]([O:15][CH2:16][CH3:17])=[O:14])=[CH:10][N:6]2[N:5]=[CH:4][N:3]=1. The yield is 0.900. (2) The reactants are [F:1][C:2]([F:19])([F:18])[C@@H:3]([OH:17])[CH2:4][N:5]1[CH2:10][CH2:9][CH2:8][C@H:7]([C:11]2[CH:16]=[CH:15][CH:14]=[CH:13][CH:12]=2)[CH2:6]1.[Cl:20][C:21]1[CH:26]=[CH:25][C:24]([N:27]=[C:28]=[O:29])=[CH:23][CH:22]=1. The catalyst is C(#N)C. The product is [ClH:20].[F:19][C:2]([F:1])([F:18])[C@@H:3]([O:17][C:28](=[O:29])[NH:27][C:24]1[CH:25]=[CH:26][C:21]([Cl:20])=[CH:22][CH:23]=1)[CH2:4][N:5]1[CH2:10][CH2:9][CH2:8][C@H:7]([C:11]2[CH:16]=[CH:15][CH:14]=[CH:13][CH:12]=2)[CH2:6]1. The yield is 0.410.